The task is: Predict the reactants needed to synthesize the given product.. This data is from Retrosynthesis with 50K atom-mapped reactions and 10 reaction types from USPTO. (1) Given the product CC(C)(C)OC(=O)NC1CCN(c2cc3c(cc2F)c(=O)n(OCc2ccccc2)c(=O)n3-c2ccc(F)cc2)C1, predict the reactants needed to synthesize it. The reactants are: CC(C)(C)OC(=O)NC1CCNC1.O=c1c2cc(F)c(F)cc2n(-c2ccc(F)cc2)c(=O)n1OCc1ccccc1. (2) Given the product CC[C@H](C)[C@@H](CN(Cc1cccc2ccccc12)C(=O)OC)NC(=O)Cc1cncn1Cc1ccc(C#N)cc1, predict the reactants needed to synthesize it. The reactants are: CC[C@H](C)[C@@H](CNCc1cccc2ccccc12)NC(=O)Cc1cncn1Cc1ccc(C#N)cc1.COC(=O)Cl. (3) The reactants are: O=C(C[C@H]1CCCNC1)Nc1ccc2cc1CCc1cncc(c1)Nc1ncc(Cl)c(n1)N2.O=C=Nc1ccccc1. Given the product O=C(O)C(F)(F)F, predict the reactants needed to synthesize it. (4) Given the product COc1cccc([C@H]2O[C@H](CCC(=O)N3CCC(CC(=O)O)CC3)c3ccc(C4=NNNN4C)n3-c3ccc(Cl)cc32)c1OC, predict the reactants needed to synthesize it. The reactants are: CCOC(=O)CC1CCN(C(=O)CC[C@H]2O[C@H](c3cccc(OC)c3OC)c3cc(Cl)ccc3-n3c(C4=NNNN4C)ccc32)CC1. (5) Given the product CSc1cccc(CC(=O)N[C@@H](C)C(=O)OCC(C)C)c1, predict the reactants needed to synthesize it. The reactants are: CC(C)COC(=O)[C@H](C)N.CSc1cccc(CC(=O)O)c1. (6) Given the product O=C(CC1CCCC1)NC1CCN(CC23CC(c4ccccc42)c2ccc(Cl)cc23)CC1, predict the reactants needed to synthesize it. The reactants are: NC1CCN(CC23CC(c4ccccc42)c2ccc(Cl)cc23)CC1.O=C(Cl)CC1CCCC1. (7) Given the product CCOC(=O)CN1CC(=O)Nc2ncc(/C=C/C(=O)OC(C)(C)C)cc2C1, predict the reactants needed to synthesize it. The reactants are: C=CC(=O)OC(C)(C)C.CCOC(=O)CN1CC(=O)Nc2ncc(Br)cc2C1.